This data is from NCI-60 drug combinations with 297,098 pairs across 59 cell lines. The task is: Regression. Given two drug SMILES strings and cell line genomic features, predict the synergy score measuring deviation from expected non-interaction effect. (1) Drug 1: CCC(=C(C1=CC=CC=C1)C2=CC=C(C=C2)OCCN(C)C)C3=CC=CC=C3.C(C(=O)O)C(CC(=O)O)(C(=O)O)O. Drug 2: C1C(C(OC1N2C=NC(=NC2=O)N)CO)O. Cell line: NCI-H226. Synergy scores: CSS=3.18, Synergy_ZIP=-0.281, Synergy_Bliss=2.47, Synergy_Loewe=-0.240, Synergy_HSA=0.558. (2) Drug 1: C1=CC(=CC=C1CC(C(=O)O)N)N(CCCl)CCCl.Cl. Drug 2: CC1=C2C(C(=O)C3(C(CC4C(C3C(C(C2(C)C)(CC1OC(=O)C(C(C5=CC=CC=C5)NC(=O)C6=CC=CC=C6)O)O)OC(=O)C7=CC=CC=C7)(CO4)OC(=O)C)O)C)OC(=O)C. Cell line: RPMI-8226. Synergy scores: CSS=58.7, Synergy_ZIP=0.554, Synergy_Bliss=3.18, Synergy_Loewe=-26.2, Synergy_HSA=1.18. (3) Drug 1: C1CN1C2=NC(=NC(=N2)N3CC3)N4CC4. Drug 2: CC12CCC3C(C1CCC2=O)CC(=C)C4=CC(=O)C=CC34C. Cell line: CCRF-CEM. Synergy scores: CSS=58.9, Synergy_ZIP=0.920, Synergy_Bliss=0.873, Synergy_Loewe=-4.72, Synergy_HSA=-0.0291. (4) Drug 1: C1=NC2=C(N1)C(=S)N=CN2. Drug 2: CCC1(C2=C(COC1=O)C(=O)N3CC4=CC5=C(C=CC(=C5CN(C)C)O)N=C4C3=C2)O.Cl. Cell line: MDA-MB-231. Synergy scores: CSS=34.6, Synergy_ZIP=-0.394, Synergy_Bliss=-0.816, Synergy_Loewe=-5.43, Synergy_HSA=0.233.